From a dataset of Catalyst prediction with 721,799 reactions and 888 catalyst types from USPTO. Predict which catalyst facilitates the given reaction. Reactant: [CH:1]1([NH:6][C:7]2[CH:12]=[CH:11][N:10]3[N:13]=[C:14]([C:28]4[CH:33]=[CH:32][C:31]([F:34])=[CH:30][CH:29]=4)[C:15]([C:16]4[CH:21]=[CH:20][N:19]=[C:18]([NH:22][CH:23]5[CH2:27][CH2:26][CH2:25][CH2:24]5)[N:17]=4)=[C:9]3[CH:8]=2)[CH2:5][CH2:4][CH2:3][CH2:2]1.C([Li])CCC.[CH2:40]([S:42]SCC)[CH3:41]. Product: [CH:1]1([NH:6][C:7]2[CH:12]=[C:11]([S:42][CH2:40][CH3:41])[N:10]3[N:13]=[C:14]([C:28]4[CH:29]=[CH:30][C:31]([F:34])=[CH:32][CH:33]=4)[C:15]([C:16]4[CH:21]=[CH:20][N:19]=[C:18]([NH:22][CH:23]5[CH2:24][CH2:25][CH2:26][CH2:27]5)[N:17]=4)=[C:9]3[CH:8]=2)[CH2:2][CH2:3][CH2:4][CH2:5]1. The catalyst class is: 7.